Dataset: Human Reference Interactome with 51,813 positive PPI pairs across 8,248 proteins, plus equal number of experimentally-validated negative pairs. Task: Binary Classification. Given two protein amino acid sequences, predict whether they physically interact or not. (1) Protein 1 (ENSG00000139318) has sequence MIDTLRPVPFASEMAISKTVAWLNEQLELGNERLLLMDCRPQELYESSHIESAINVAIPGIMLRRLQKGNLPVRALFTRGEDRDRFTRRCGTDTVVLYDESSSDWNENTGGESVLGLLLKKLKDEGCRAFYLEGGFSKFQAEFSLHCETNLDGSCSSSSPPLPVLGLGGLRISSDSSSDIESDLDRDPNSATDSDGSPLSNSQPSFPVEILPFLYLGCAKDSTNLDVLEEFGIKYILNVTPNLPNLFENAGEFKYKQIPISDHWSQNLSQFFPEAISFIDEARGKNCGVLVHCLAGISRS.... Protein 2 (ENSG00000090376) has sequence MAGNCGARGALSAHTLLFDLPPALLGELCAVLDSCDGALGWRGLAERLSSSWLDVRHIEKYVDQGKSGTRELLWSWAQKNKTIGDLLQVLQEMGHRRAIHLITNYGAVLSPSEKSYQEGGFPNILFKETANVTVDNVLIPEHNEKGILLKSSISFQNIIEGTRNFHKDFLIGEGEIFEVYRVEIQNLTYAVKLFKQEKKMQCKKHWKRFLSELEVLLLFHHPNILELAAYFTETEKFCLIYPYMRNGTLFDRLQCVGDTAPLPWHIRIGILIGISKAIHYLHNVQPCSVICGSISSANIL.... Result: 0 (the proteins do not interact). (2) Protein 1 (ENSG00000139644) has sequence MNIFDRKINFDALLKFSHITPSTQQHLKKVYASFALCMFVAAAGAYVHMVTHFIQAGLLSALGSLILMIWLMATPHSHETEQKRLGLLAGFAFLTGVGLGPALEFCIAVNPSILPTAFMGTAMIFTCFTLSALYARRRSYLFLGGILMSALSLLLLSSLGNVFFGSIWLFQANLYVGLVVMCGFVLFDTQLIIEKAEHGDQDYIWHCIDLFLDFITVFRKLMMILAMNEKDKKKEKK*MSHSSVTREAPQLLSQRQRREVRGVWGWGCLPGPRGGPALFGLVTFGQSGDCCTDSGTMNIF.... Protein 2 (ENSG00000170180) has sequence MYGKIIFVLLLSDTHKRDTYAATPRAHEVSEISVRTVYPPEEETGERVQLAHHFSEPEITLIIFGVMAGVIGTILLISYGIRRLIKKSPSDVKPLPSPDTDVPLSSVEIENPETSDQ*MYGKIIFVLLLSEIVSISALSTTEVAMHTSTSSSVTKSYISSQTNDTHKRDTYAATPRAHEVSEISVRTVYPPEEETGERVQLAHHFSEPEITLIIFGVMAGVIGTILLISYGIRRLIKKSPSDVKPLPSPDTDVPLSSVEIENPETSDQ*MYGKIIFVLLLSEIVSISALSTTEVAMHTST.... Result: 1 (the proteins interact).